From a dataset of Forward reaction prediction with 1.9M reactions from USPTO patents (1976-2016). Predict the product of the given reaction. (1) Given the reactants [Br:1][C:2]1[CH:3]=[C:4]2[C:8](=[CH:9][CH:10]=1)[NH:7][N:6]=[CH:5]2.[OH-].[K+].[I:13]I, predict the reaction product. The product is: [I:13][C:5]1[C:4]2[C:8](=[CH:9][CH:10]=[C:2]([Br:1])[CH:3]=2)[NH:7][N:6]=1. (2) Given the reactants Br[CH2:2][C:3]1[CH:8]=[CH:7][C:6]([N+:9]([O-:11])=[O:10])=[C:5]([F:12])[CH:4]=1.[P:13]([O:20]CC)([O:17][CH2:18][CH3:19])[O:14][CH2:15][CH3:16], predict the reaction product. The product is: [F:12][C:5]1[CH:4]=[C:3]([CH:8]=[CH:7][C:6]=1[N+:9]([O-:11])=[O:10])[CH2:2][P:13](=[O:20])([O:17][CH2:18][CH3:19])[O:14][CH2:15][CH3:16]. (3) Given the reactants [CH3:1][O:2][C:3]1[CH:11]=[C:10]2[C:6]([CH2:7][CH2:8][C:9]2=[O:12])=[CH:5][C:4]=1[N:13]1[CH2:18][CH2:17][O:16][CH2:15][CH2:14]1.[F:19][C:20]([F:31])([F:30])[S:21][C:22]1[CH:29]=[CH:28][C:25]([CH:26]=O)=[CH:24][CH:23]=1.CC1C=CC(S(O)(=O)=O)=CC=1, predict the reaction product. The product is: [CH3:1][O:2][C:3]1[CH:11]=[C:10]2[C:6]([CH2:7]/[C:8](=[CH:26]\[C:25]3[CH:28]=[CH:29][C:22]([S:21][C:20]([F:31])([F:19])[F:30])=[CH:23][CH:24]=3)/[C:9]2=[O:12])=[CH:5][C:4]=1[N:13]1[CH2:14][CH2:15][O:16][CH2:17][CH2:18]1. (4) Given the reactants Br[C:2]1[CH:7]=[CH:6][N:5]2[N:8]=[C:9]([NH:11][C:12]([NH:14][CH2:15][CH3:16])=[O:13])[N:10]=[C:4]2[CH:3]=1.[C:17]([O-:20])([O-])=O.[Na+].[Na+].CO[C:25]1[CH:26]=[N:27][CH:28]=[C:29](B(O)O)[CH:30]=1, predict the reaction product. The product is: [CH2:15]([NH:14][C:12]([NH:11][C:9]1[N:10]=[C:4]2[CH:3]=[C:2]([C:25]3[CH:26]=[N:27][C:28]([O:20][CH3:17])=[CH:29][CH:30]=3)[CH:7]=[CH:6][N:5]2[N:8]=1)=[O:13])[CH3:16]. (5) The product is: [Br:26][C:27]1[CH:32]=[CH:31][C:30]([NH:33][C:34]2[C:35]([CH:44]([OH:45])[CH2:24][O:23][CH2:21][CH3:22])=[CH:36][C:37]3[NH:41][CH:40]=[N:39][C:38]=3[C:42]=2[F:43])=[C:29]([Cl:46])[CH:28]=1. Given the reactants C(C1C=CC(C2C=CC(C(C)(C)C)=CC=2)=CC=1)(C)(C)C.[CH2:21]([O:23][CH2:24]Cl)[CH3:22].[Br:26][C:27]1[CH:32]=[CH:31][C:30]([NH:33][C:34]2[C:35]([CH:44]=[O:45])=[CH:36][C:37]3[NH:41][CH:40]=[N:39][C:38]=3[C:42]=2[F:43])=[C:29]([Cl:46])[CH:28]=1, predict the reaction product. (6) The product is: [C:19]1([C:16]2([N:21]([CH3:23])[CH3:22])[CH2:17][CH2:18][CH:13]([CH2:12][O:11][CH2:10][C:9]#[C:8][Si:1]([C:4]([CH3:7])([CH3:6])[CH3:5])([CH3:3])[CH3:2])[CH2:14][CH2:15]2)[CH:28]=[CH:29][CH:24]=[CH:25][CH:26]=1. Given the reactants [Si:1]([C:8]#[C:9][CH2:10][O:11][CH2:12][CH:13]1[CH2:18][CH2:17][C:16]([N:21]([CH3:23])[CH3:22])([C:19]#N)[CH2:15][CH2:14]1)([C:4]([CH3:7])([CH3:6])[CH3:5])([CH3:3])[CH3:2].[C:24]1([Mg]Cl)[CH:29]=[CH:28]C=[CH:26][CH:25]=1.[Cl-].[NH4+].O, predict the reaction product.